This data is from M1 muscarinic receptor antagonist screen with 61,756 compounds. The task is: Binary Classification. Given a drug SMILES string, predict its activity (active/inactive) in a high-throughput screening assay against a specified biological target. (1) The molecule is O(C(=O)C1CCN(CC1)C1=C(NCc2ccc(cc2)C(=O)NCCOC)C(=O)C1=O)CC. The result is 0 (inactive). (2) The molecule is s1c2c(n(CCCN3C(=O)c4c(C3=O)cccc4)c(c2)C(OCC)=O)cc1. The result is 0 (inactive). (3) The drug is O=C1N(CC(C1)C(=O)NCCCOC(C)C)Cc1ccc(OC)cc1. The result is 0 (inactive). (4) The compound is Clc1cc(N2C(=O)C(N3CCC(CC3)C(=O)N3CCCCCC3)CC2=O)ccc1. The result is 0 (inactive). (5) The drug is Clc1c(C(=O)N2CCN(CC2)C)c(F)c(F)cc1C. The result is 0 (inactive). (6) The drug is S(CC(=O)N1CCN(CC1)Cc1cc2OCOc2cc1)c1c2c(n(c(=O)c1)C)cccc2. The result is 1 (active).